Dataset: Reaction yield outcomes from USPTO patents with 853,638 reactions. Task: Predict the reaction yield, written as a fraction of the theoretical maximum amount of product (1.0 means a 100% yield; for example, 0.34 means a 34% yield). (1) The reactants are [CH3:1][C:2]1([C:8](O)=[O:9])[CH2:7][CH2:6][CH2:5][CH2:4][CH2:3]1.B#B. The catalyst is O1CCCC1. The product is [CH3:1][C:2]1([CH2:8][OH:9])[CH2:7][CH2:6][CH2:5][CH2:4][CH2:3]1. The yield is 0.690. (2) The reactants are [CH:1]1([N:6]2[CH2:11][CH2:10][N:9]([C:12]([C:14]3[CH:15]=[C:16]4[C:20](=[CH:21][CH:22]=3)[NH:19][C:18]([C:23]([N:25]3[CH2:30][CH2:29][O:28][CH2:27][CH2:26]3)=[O:24])=[CH:17]4)=[O:13])[CH2:8][CH2:7]2)[CH2:5][CH2:4][CH2:3][CH2:2]1.[H-].[Na+].[CH:33]1([CH2:36]Br)[CH2:35][CH2:34]1. The catalyst is CN(C)C=O. The product is [CH:1]1([N:6]2[CH2:7][CH2:8][N:9]([C:12]([C:14]3[CH:15]=[C:16]4[C:20](=[CH:21][CH:22]=3)[N:19]([CH2:36][CH:33]3[CH2:35][CH2:34]3)[C:18]([C:23]([N:25]3[CH2:26][CH2:27][O:28][CH2:29][CH2:30]3)=[O:24])=[CH:17]4)=[O:13])[CH2:10][CH2:11]2)[CH2:5][CH2:4][CH2:3][CH2:2]1. The yield is 0.380. (3) The reactants are [CH3:1][O:2][C:3]([CH:5]1[CH2:13][C:12]2[C:7](=[CH:8][CH:9]=[CH:10][CH:11]=2)[CH2:6]1)=[O:4].[Li+].[CH3:15][Si]([N-][Si](C)(C)C)(C)C.CI. The catalyst is C1COCC1. The product is [CH3:1][O:2][C:3]([C:5]1([CH3:15])[CH2:13][C:12]2[C:7](=[CH:8][CH:9]=[CH:10][CH:11]=2)[CH2:6]1)=[O:4]. The yield is 0.0900. (4) The reactants are C[SiH](C)CCC(F)(C=C)C(F)F.[B:13]([CH2:22][CH2:23][CH2:24][CH3:25])([CH2:18][CH2:19][CH2:20][CH3:21])[CH2:14][CH2:15][CH2:16][CH3:17].[O:26]=[O:27]. The catalyst is C(Cl)Cl. The product is [B:13]([CH2:18][CH2:19][CH2:20][CH3:21])([CH2:22][CH2:23][CH2:24][CH3:25])[CH2:14][CH2:15][CH2:16][CH3:17].[O:26]=[O:27]. The yield is 0.400. (5) The catalyst is C(#N)C.[I-].[Li+]. The reactants are BrC[CH:3]1[CH2:8][CH2:7][CH2:6][N:5]([CH3:9])[CH2:4]1.[CH3:10][C:11]([O:14][C:15]([NH:17][C:18]([O:20][C:21]([CH3:24])([CH3:23])[CH3:22])=[O:19])=[O:16])([CH3:13])[CH3:12].C(=O)([O-])[O-].[Cs+].[Cs+]. The yield is 0.520. The product is [C:21]([O:20][C:18]([N:17]([C:15]([O:14][C:11]([CH3:13])([CH3:12])[CH3:10])=[O:16])[CH:3]1[CH2:8][CH2:7][CH2:6][N:5]([CH3:9])[CH2:4]1)=[O:19])([CH3:24])([CH3:23])[CH3:22].